Dataset: Forward reaction prediction with 1.9M reactions from USPTO patents (1976-2016). Task: Predict the product of the given reaction. (1) Given the reactants [NH2:1][C:2]1[C:17]([Cl:18])=[CH:16][CH:15]=[CH:14][C:3]=1[C:4]([NH:6][C:7]1[CH:12]=[CH:11][C:10]([Br:13])=[CH:9][CH:8]=1)=[O:5].[OH:19][CH2:20][CH2:21][O:22][C:23]1[C:30]([CH3:31])=[CH:29][C:26]([CH:27]=O)=[CH:25][C:24]=1[CH3:32], predict the reaction product. The product is: [Br:13][C:10]1[CH:9]=[CH:8][C:7]([N:6]2[C:4](=[O:5])[C:3]3[C:2](=[C:17]([Cl:18])[CH:16]=[CH:15][CH:14]=3)[N:1]=[C:27]2[C:26]2[CH:29]=[C:30]([CH3:31])[C:23]([O:22][CH2:21][CH2:20][OH:19])=[C:24]([CH3:32])[CH:25]=2)=[CH:12][CH:11]=1. (2) Given the reactants [C:1]([O:5][C:6](=[O:35])[N:7]([CH2:11][CH2:12][CH2:13][N:14]1[C:22]([S:23][C:24]2[C:32]([I:33])=[CH:31][C:27]3[O:28][CH2:29][O:30][C:26]=3[CH:25]=2)=[N:21][C:20]2[C:15]1=[N:16][CH:17]=[N:18][C:19]=2N)[CH:8]([CH3:10])[CH3:9])([CH3:4])([CH3:3])[CH3:2].N([O-])=[O:37].[Na+], predict the reaction product. The product is: [C:1]([O:5][C:6](=[O:35])[N:7]([CH2:11][CH2:12][CH2:13][N:14]1[C:22]([S:23][C:24]2[C:32]([I:33])=[CH:31][C:27]3[O:28][CH2:29][O:30][C:26]=3[CH:25]=2)=[N:21][C:20]2[C:19](=[O:37])[NH:18][CH:17]=[N:16][C:15]1=2)[CH:8]([CH3:10])[CH3:9])([CH3:3])([CH3:4])[CH3:2]. (3) Given the reactants [CH:1]([C:6]1[CH:7]=[C:8]([CH:11]=[CH:12][CH:13]=1)[C:9]#[N:10])=[CH:2][CH2:3][CH2:4][CH3:5], predict the reaction product. The product is: [CH2:1]([C:6]1[CH:7]=[C:8]([CH:11]=[CH:12][CH:13]=1)[C:9]#[N:10])[CH2:2][CH2:3][CH2:4][CH3:5]. (4) Given the reactants [F:1][C:2]1[CH:11]=[CH:10][C:9]([C:12]([NH2:14])=[O:13])=[C:8]2[C:3]=1[CH2:4][CH:5]([NH:15][CH2:16][CH2:17][CH2:18][CH2:19][C:20]1[C:28]3[C:23](=[CH:24][CH:25]=[C:26]([F:29])[CH:27]=3)[NH:22][CH:21]=1)[CH2:6][O:7]2.[CH:30](=O)[CH2:31][CH3:32].C(O)(=O)C.C([BH3-])#N.[Na+], predict the reaction product. The product is: [F:1][C:2]1[CH:11]=[CH:10][C:9]([C:12]([NH2:14])=[O:13])=[C:8]2[C:3]=1[CH2:4][CH:5]([N:15]([CH2:16][CH2:17][CH2:18][CH2:19][C:20]1[C:28]3[C:23](=[CH:24][CH:25]=[C:26]([F:29])[CH:27]=3)[NH:22][CH:21]=1)[CH2:30][CH2:31][CH3:32])[CH2:6][O:7]2. (5) Given the reactants [CH3:1][O:2][C:3]1[C:8]2[O:9][C:10]3[CH:15]=[CH:14][CH:13]=[CH:12][C:11]=3[C:7]=2[CH:6]=[CH:5][CH:4]=1.Cl[CH:17]([O:19]C)Cl.O, predict the reaction product. The product is: [CH3:1][O:2][C:3]1[C:8]2[O:9][C:10]3[CH:15]=[CH:14][CH:13]=[CH:12][C:11]=3[C:7]=2[C:6]([CH:17]=[O:19])=[CH:5][CH:4]=1. (6) Given the reactants [NH2:1][C:2]1[CH:13]=[CH:12][C:5]2[NH:6][C:7](=[O:11])[CH2:8][CH2:9][CH2:10][C:4]=2[C:3]=1[O:14][CH3:15].Cl[C:17]1[N:22]=[C:21]([NH:23][C:24]2[CH:29]=[CH:28][C:27]([N:30]3[CH2:35][CH2:34][O:33][CH2:32][CH2:31]3)=[CH:26][C:25]=2[O:36][CH3:37])[C:20]([Cl:38])=[CH:19][N:18]=1.Cl.COCCO, predict the reaction product. The product is: [Cl:38][C:20]1[C:21]([NH:23][C:24]2[CH:29]=[CH:28][C:27]([N:30]3[CH2:31][CH2:32][O:33][CH2:34][CH2:35]3)=[CH:26][C:25]=2[O:36][CH3:37])=[N:22][C:17]([NH:1][C:2]2[CH:13]=[CH:12][C:5]3[NH:6][C:7](=[O:11])[CH2:8][CH2:9][CH2:10][C:4]=3[C:3]=2[O:14][CH3:15])=[N:18][CH:19]=1. (7) Given the reactants [Cl:1][C:2]1[CH:10]=[C:9]([C:11]2[CH:16]=[CH:15][C:14](=[O:17])[N:13]([CH2:18][CH2:19][O:20][C:21]3[C:30]4[C:25](=[CH:26][C:27]([O:31][CH3:32])=[CH:28][CH:29]=4)[N:24]=[CH:23][CH:22]=3)[N:12]=2)[CH:8]=[CH:7][C:3]=1[C:4]([NH2:6])=O.N1C=CC=CC=1.S(Cl)(Cl)=O, predict the reaction product. The product is: [Cl:1][C:2]1[CH:10]=[C:9]([C:11]2[CH:16]=[CH:15][C:14](=[O:17])[N:13]([CH2:18][CH2:19][O:20][C:21]3[C:30]4[C:25](=[CH:26][C:27]([O:31][CH3:32])=[CH:28][CH:29]=4)[N:24]=[CH:23][CH:22]=3)[N:12]=2)[CH:8]=[CH:7][C:3]=1[C:4]#[N:6]. (8) The product is: [CH3:1][S:2]([C:5]1[CH:10]=[CH:9][C:8]([C:11]2[N:16]=[CH:15][C:14]([O:17][CH2:18][CH:19]3[CH2:24][CH2:23][N:22]([C:25]([O:27][CH:28]([CH3:30])[CH3:29])=[O:26])[CH2:21][CH2:20]3)=[CH:13][N:12]=2)=[CH:7][CH:6]=1)(=[O:4])=[O:3]. Given the reactants [CH3:1][S:2]([C:5]1[CH:10]=[CH:9][C:8]([C:11]2[N:16]=[CH:15][C:14]([O:17][CH2:18][CH:19]3[CH2:24][CH2:23][N:22]([C:25]([O:27][C:28](C)([CH3:30])[CH3:29])=[O:26])[CH2:21][CH2:20]3)=[CH:13][N:12]=2)=[CH:7][CH:6]=1)(=[O:4])=[O:3].C(O)(C(F)(F)F)=O.C(N(C(C)C)CC)(C)C.ClC(OC(C)C)=O, predict the reaction product. (9) Given the reactants [C:1]([O:5][C:6](=[O:20])[NH:7][C@H:8]([CH2:18][OH:19])[CH2:9][CH2:10][C:11]1[CH:16]=[CH:15][C:14]([Br:17])=[CH:13][CH:12]=1)([CH3:4])([CH3:3])[CH3:2].C(N(CC)CC)C.CCOC(C)=O, predict the reaction product. The product is: [C:1]([O:5][C:6](=[O:20])[NH:7][C@H:8]([CH:18]=[O:19])[CH2:9][CH2:10][C:11]1[CH:16]=[CH:15][C:14]([Br:17])=[CH:13][CH:12]=1)([CH3:4])([CH3:2])[CH3:3].